From a dataset of Peptide-MHC class I binding affinity with 185,985 pairs from IEDB/IMGT. Regression. Given a peptide amino acid sequence and an MHC pseudo amino acid sequence, predict their binding affinity value. This is MHC class I binding data. (1) The peptide sequence is CYMHVSDYY. The MHC is HLA-B57:01 with pseudo-sequence HLA-B57:01. The binding affinity (normalized) is 0.0847. (2) The binding affinity (normalized) is 0.538. The peptide sequence is DRFGLAESL. The MHC is Mamu-A07 with pseudo-sequence Mamu-A07. (3) The peptide sequence is EEKAFSPEV. The MHC is HLA-A02:01 with pseudo-sequence HLA-A02:01. The binding affinity (normalized) is 0. (4) The peptide sequence is SSLPSYAAY. The MHC is HLA-A26:01 with pseudo-sequence HLA-A26:01. The binding affinity (normalized) is 0.127. (5) The peptide sequence is IVNNQESNKY. The MHC is HLA-A33:01 with pseudo-sequence HLA-A33:01. The binding affinity (normalized) is 0. (6) The MHC is HLA-A68:02 with pseudo-sequence HLA-A68:02. The peptide sequence is IELPEKDSW. The binding affinity (normalized) is 0. (7) The peptide sequence is HPRQFLAFL. The MHC is HLA-B08:01 with pseudo-sequence HLA-B08:01. The binding affinity (normalized) is 0.659.